Task: Predict the product of the given reaction.. Dataset: Forward reaction prediction with 1.9M reactions from USPTO patents (1976-2016) (1) Given the reactants FC(F)(F)C(O)=O.C([O:12][CH2:13][CH2:14][NH:15][C:16]([C:18]1[CH:23]=[CH:22][C:21]([C:24]2[CH:29]=[CH:28][C:27]([CH2:30][C@H:31]([NH:44][C:45]([C@H:47]3[CH2:52][CH2:51][C@H:50]([CH2:53][NH:54]C(=O)OC(C)(C)C)[CH2:49][CH2:48]3)=[O:46])[C:32]([NH:34][C:35]3[CH:43]=[C:42]4[C:38]([CH:39]=[N:40][NH:41]4)=[CH:37][CH:36]=3)=[O:33])=[CH:26][CH:25]=2)=[C:20]([CH3:62])[CH:19]=1)=[O:17])(C)(C)C.[ClH:63], predict the reaction product. The product is: [ClH:63].[NH2:54][CH2:53][C@H:50]1[CH2:51][CH2:52][C@H:47]([C:45]([NH:44][C@H:31]([C:32]([NH:34][C:35]2[CH:43]=[C:42]3[C:38]([CH:39]=[N:40][NH:41]3)=[CH:37][CH:36]=2)=[O:33])[CH2:30][C:27]2[CH:28]=[CH:29][C:24]([C:21]3[CH:22]=[CH:23][C:18]([C:16]([NH:15][CH2:14][CH2:13][OH:12])=[O:17])=[CH:19][C:20]=3[CH3:62])=[CH:25][CH:26]=2)=[O:46])[CH2:48][CH2:49]1. (2) Given the reactants [CH:1]([N:4]([CH:7]([CH3:9])[CH3:8])[CH2:5][CH3:6])([CH3:3])C.[CH3:10][C:11]1[CH:19]=[CH:18][CH:17]=[CH:16][C:12]=1[C:13]([OH:15])=O.[CH3:20][N:21]([C:23]([O:27]N1N=NC2C=CC=NC1=2)=[N+:24]([CH3:26])[CH3:25])[CH3:22].F[P-](F)(F)(F)(F)F.[CH3:44][N:45]([CH:47]=O)C, predict the reaction product. The product is: [CH3:26][N:24]1[C@H:25]2[CH2:10][CH2:11][CH2:12][CH2:13][C@@H:22]2[N:21]([CH:20]2[CH2:3][CH2:1][N:4]([CH:7]3[CH2:8][CH2:47][N:45]([C:13](=[O:15])[C:12]4[CH:16]=[CH:17][CH:18]=[CH:19][C:11]=4[CH3:10])[CH2:44][CH2:9]3)[CH2:5][CH2:6]2)[C:23]1=[O:27]. (3) Given the reactants [C:1]([C:3]1[CH:4]=[C:5]([N+:34]([O-])=O)[C:6]([C:12]([NH:14][CH2:15][CH:16]2[CH2:21][CH2:20][N:19]([CH2:22][C:23]3[S:27][C:26]([C:28]4[CH:33]=[CH:32][CH:31]=[CH:30][N:29]=4)=[N:25][CH:24]=3)[CH2:18][CH2:17]2)=[O:13])=[N:7][C:8]=1[O:9][CH2:10][CH3:11])#[N:2].[Cl-].[NH4+], predict the reaction product. The product is: [NH2:34][C:5]1[C:6]([C:12]([NH:14][CH2:15][CH:16]2[CH2:21][CH2:20][N:19]([CH2:22][C:23]3[S:27][C:26]([C:28]4[CH:33]=[CH:32][CH:31]=[CH:30][N:29]=4)=[N:25][CH:24]=3)[CH2:18][CH2:17]2)=[O:13])=[N:7][C:8]([O:9][CH2:10][CH3:11])=[C:3]([C:1]#[N:2])[CH:4]=1. (4) Given the reactants [CH3:1][N:2]1[C:6]([N:7]2[CH2:13][CH2:12][CH2:11][N:10]([C:14]([O:16][C:17]([CH3:20])([CH3:19])[CH3:18])=[O:15])[CH2:9][CH2:8]2)=[C:5]([N+:21]([O-])=O)[CH:4]=[N:3]1.[NH4+].[Cl-].CCO, predict the reaction product. The product is: [NH2:21][C:5]1[CH:4]=[N:3][N:2]([CH3:1])[C:6]=1[N:7]1[CH2:13][CH2:12][CH2:11][N:10]([C:14]([O:16][C:17]([CH3:19])([CH3:18])[CH3:20])=[O:15])[CH2:9][CH2:8]1. (5) Given the reactants [Cl:1][C:2]1[CH:3]=[C:4]2[C:9](=[CH:10][CH:11]=1)[O:8][CH2:7][CH2:6][CH:5]2[OH:12].[H-].[Na+].[Br:15][C:16]1[CH:17]=[C:18]([CH:28]=[C:29]([CH2:31]Br)[CH:30]=1)[CH2:19][O:20][Si:21]([C:24]([CH3:27])([CH3:26])[CH3:25])([CH3:23])[CH3:22], predict the reaction product. The product is: [Br:15][C:16]1[CH:17]=[C:18]([CH:28]=[C:29]([CH2:31][O:12][CH:5]2[C:4]3[C:9](=[CH:10][CH:11]=[C:2]([Cl:1])[CH:3]=3)[O:8][CH2:7][CH2:6]2)[CH:30]=1)[CH2:19][O:20][Si:21]([C:24]([CH3:25])([CH3:26])[CH3:27])([CH3:22])[CH3:23]. (6) Given the reactants [C:1]([O:5][C:6]([N:8]1[CH2:13][CH2:12][CH:11]([C:14]#[C:15][C:16]2[CH:21]=[C:20]([Br:22])[CH:19]=[CH:18][C:17]=2[OH:23])[CH2:10][CH2:9]1)=[O:7])([CH3:4])([CH3:3])[CH3:2].CN(C)C=O, predict the reaction product. The product is: [C:1]([O:5][C:6]([N:8]1[CH2:9][CH2:10][CH:11]([C:14]2[O:23][C:17]3[CH:18]=[CH:19][C:20]([Br:22])=[CH:21][C:16]=3[CH:15]=2)[CH2:12][CH2:13]1)=[O:7])([CH3:4])([CH3:2])[CH3:3].